Dataset: Reaction yield outcomes from USPTO patents with 853,638 reactions. Task: Predict the reaction yield, written as a fraction of the theoretical maximum amount of product (1.0 means a 100% yield; for example, 0.34 means a 34% yield). (1) The reactants are [N:1]1[N:5]2[CH2:6][CH2:7][CH2:8][N:9]([C:11]([O:13][CH2:14][C:15]3[CH:20]=[C:19]([C:21]([F:24])([F:23])[F:22])[CH:18]=[C:17]([Cl:25])[CH:16]=3)=[O:12])[CH2:10][C:4]2=[CH:3][C:2]=1[C:26](OCC)=[O:27].[BH4-].[Li+]. The catalyst is C1COCC1. The product is [OH:27][CH2:26][C:2]1[CH:3]=[C:4]2[CH2:10][N:9]([C:11]([O:13][CH2:14][C:15]3[CH:20]=[C:19]([C:21]([F:22])([F:24])[F:23])[CH:18]=[C:17]([Cl:25])[CH:16]=3)=[O:12])[CH2:8][CH2:7][CH2:6][N:5]2[N:1]=1. The yield is 0.950. (2) The reactants are [C:1]([Si:5]([O:8][CH:9]([CH2:12][CH2:13][C:14]1[S:18][C:17]2[CH:19]=[CH:20][CH:21]=[CH:22][C:16]=2[C:15]=1[Cl:23])[C:10]#[CH:11])([CH3:7])[CH3:6])([CH3:4])([CH3:3])[CH3:2].[I:24]N1C(=O)CCC1=O.C(=O)(O)[O-].[Na+]. The catalyst is ClCCl. The product is [C:1]([Si:5]([O:8][CH:9]([CH2:12][CH2:13][C:14]1[S:18][C:17]2[CH:19]=[CH:20][CH:21]=[CH:22][C:16]=2[C:15]=1[Cl:23])/[CH:10]=[CH:11]/[I:24])([CH3:6])[CH3:7])([CH3:4])([CH3:2])[CH3:3]. The yield is 0.860.